This data is from Experimentally validated miRNA-target interactions with 360,000+ pairs, plus equal number of negative samples. The task is: Binary Classification. Given a miRNA mature sequence and a target amino acid sequence, predict their likelihood of interaction. (1) Result: 0 (no interaction). The protein sequence of the target gene is MAKTYDYLFKLLLIGDSGVGKTCLLFRFSEDAFNTTFISTIGIDFKIRTIELDGKKIKLQIWDTAGQERFRTITTAYYRGAMGIMLVYDITNEKSFDNIKNWIRNIEEHASSDVERMILGNKCDMNDKRQVSKERGEKLAIDYGIKFLETSAKSSTNVEEAFFTLARDIMTKLNRKMNDSNSSGAGGPVKITESRSKKTSFFRCSLL. The miRNA is hsa-miR-938 with sequence UGCCCUUAAAGGUGAACCCAGU. (2) The miRNA is cel-miR-1823-3p with sequence UACUGGAAGUGUUUAGGAGUAA. The protein sequence of the target gene is MDSISTAILLLLLALVCLLLTLSSRDKGKLPPGPRPLSILGNLLLLCSQDMLTSLTKLSKEYGSMYTVHLGPRRVVVLSGYQAVKEALVDQGEEFSGRGDYPAFFNFTKGNGIAFSSGDRWKVLRQFSIQILRNFGMGKRSIEERILEEGSFLLAELRKTEGEPFDPTFVLSRSVSNIICSVLFGSRFDYDDERLLTIIRLINDNFQIMSSPWGELYDIFPSLLDWVPGPHQRIFQNFKCLRDLIAHSVHDHQASLDPRSPRDFIQCFLTKMAEEKEDPLSHFHMDTLLMTTHNLLFGGT.... Result: 0 (no interaction). (3) The miRNA is hsa-miR-4649-3p with sequence UCUGAGGCCUGCCUCUCCCCA. The protein sequence of the target gene is MASTGLQILGIVLTLLGWVNALVSCALPMWKVTAFIGNSIVVAQMVWEGLWMSCVVQSTGQMQCKVYDSLLALPQDLQAARALCVVTLLIVLLGLLVYLAGAKCTTCVEDRNSKSRLVLISGIIFVISGVLTLIPVCWTAHSIIQDFYNPLVADAQKRELGASLYLGWAASGLLLLGGGLLCCACSSGGTQGPRHYMACYSTSVPHSRGPSEYPTKNYV. Result: 0 (no interaction). (4) The miRNA is hsa-miR-4763-3p with sequence AGGCAGGGGCUGGUGCUGGGCGGG. The protein sequence of the target gene is MVAAAAATEARLRRRTAATAALAGRSGGPHWDWDVTRAGRPGLGAGLRLPRLLSPPLRPRLLLLLLLLSPPLLLLLLPCEAEAAAAAAAVSGSAAAEAKECDRPCVNGGRCNPGTGQCVCPAGWVGEQCQHCGGRFRLTGSSGFVTDGPGNYKYKTKCTWLIEGQPNRIMRLRFNHFATECSWDHLYVYDGDSIYAPLVAAFSGLIVPERDGNETVPEVVATSGYALLHFFSDAAYNLTGFNITYSFDMCPNNCSGRGECKISNSSDTVECECSENWKGEACDIPHCTDNCGFPHRGICN.... Result: 0 (no interaction).